From a dataset of Peptide-MHC class II binding affinity with 134,281 pairs from IEDB. Regression. Given a peptide amino acid sequence and an MHC pseudo amino acid sequence, predict their binding affinity value. This is MHC class II binding data. (1) The peptide sequence is TIKAERTEQKDFDGR. The MHC is HLA-DPA10301-DPB10402 with pseudo-sequence HLA-DPA10301-DPB10402. The binding affinity (normalized) is 0. (2) The MHC is HLA-DQA10102-DQB10502 with pseudo-sequence HLA-DQA10102-DQB10502. The peptide sequence is LLEFAVVLELAILSI. The binding affinity (normalized) is 0.368. (3) The MHC is HLA-DPA10103-DPB10402 with pseudo-sequence HLA-DPA10103-DPB10402. The peptide sequence is YEAFVLHFSEALHII. The binding affinity (normalized) is 0.693. (4) The peptide sequence is REKKLSEFGKAKGSR. The MHC is HLA-DQA10601-DQB10402 with pseudo-sequence HLA-DQA10601-DQB10402. The binding affinity (normalized) is 0.257. (5) The peptide sequence is TVDKSKPKVYQWFDLRKY. The MHC is DRB1_0701 with pseudo-sequence DRB1_0701. The binding affinity (normalized) is 0.241. (6) The peptide sequence is RNFYFINRLTGYLRN. The MHC is DRB1_0701 with pseudo-sequence DRB1_0701. The binding affinity (normalized) is 0.421.